The task is: Predict the product of the given reaction.. This data is from Forward reaction prediction with 1.9M reactions from USPTO patents (1976-2016). (1) Given the reactants [CH3:1][O:2][C:3]1[CH:4]=[C:5]2[C:10](=[CH:11][C:12]=1[O:13][CH3:14])[N:9]=[CH:8][CH:7]=[C:6]2[O:15][C:16]1[C:17]([OH:26])=[N:18][C:19]2[C:24]([CH:25]=1)=[CH:23][CH:22]=[CH:21][CH:20]=2.C(=O)([O-])[O-].[K+].[K+].[CH:33]1(Br)[CH2:37][CH2:36][CH2:35][CH2:34]1.O, predict the reaction product. The product is: [CH:33]1([O:26][C:17]2[C:16]([O:15][C:6]3[C:5]4[C:10](=[CH:11][C:12]([O:13][CH3:14])=[C:3]([O:2][CH3:1])[CH:4]=4)[N:9]=[CH:8][CH:7]=3)=[CH:25][C:24]3[C:19](=[CH:20][CH:21]=[CH:22][CH:23]=3)[N:18]=2)[CH2:37][CH2:36][CH2:35][CH2:34]1. (2) Given the reactants [NH2:1][CH:2]1[CH2:7][CH2:6][N:5]([CH2:8][CH2:9][N:10]2[C:19]3[C:14](=[CH:15][CH:16]=[C:17]([C:20]#[N:21])[CH:18]=3)[N:13]=[CH:12][C:11]2=[O:22])[CH2:4][CH2:3]1.[O:23]1[C:32]2[CH:31]=[C:30]([CH:33]=O)[N:29]=[CH:28][C:27]=2[O:26][CH2:25][CH2:24]1.C(O[BH-](OC(=O)C)OC(=O)C)(=O)C.[Na+].C(=O)([O-])O.[Na+], predict the reaction product. The product is: [O:23]1[C:32]2[CH:31]=[C:30]([CH2:33][NH:1][CH:2]3[CH2:7][CH2:6][N:5]([CH2:8][CH2:9][N:10]4[C:19]5[C:14](=[CH:15][CH:16]=[C:17]([C:20]#[N:21])[CH:18]=5)[N:13]=[CH:12][C:11]4=[O:22])[CH2:4][CH2:3]3)[N:29]=[CH:28][C:27]=2[O:26][CH2:25][CH2:24]1. (3) Given the reactants [C:1](#[N:3])[CH3:2].C([Li])CCC.C([O:11][C:12](=O)[C:13]1[CH:18]=[CH:17][CH:16]=[CH:15][C:14]=1[O:19][CH3:20])C.[OH-].[Na+], predict the reaction product. The product is: [CH3:20][O:19][C:14]1[CH:15]=[CH:16][CH:17]=[CH:18][C:13]=1[C:12](=[O:11])[CH2:2][C:1]#[N:3]. (4) The product is: [NH2:1][C:2]1[CH:7]=[CH:6][C:5]([O:8][C:13]2[C:14]3[CH:15]=[C:16]4[O:32][CH2:31][CH2:30][O:29][CH2:28][CH2:27][O:26][CH2:25][CH2:24][O:23][C:17]4=[CH:18][C:19]=3[N:20]=[CH:21][N:22]=2)=[C:4]([CH3:33])[CH:3]=1. Given the reactants [NH2:1][C:2]1[CH:7]=[CH:6][C:5]([OH:8])=[C:4](F)[CH:3]=1.[H-].[Na+].Cl[C:13]1[C:14]2[CH:15]=[C:16]3[O:32][CH2:31][CH2:30][O:29][CH2:28][CH2:27][O:26][CH2:25][CH2:24][O:23][C:17]3=[CH:18][C:19]=2[N:20]=[CH:21][N:22]=1.[CH3:33]N(C=O)C, predict the reaction product. (5) The product is: [F:49][C:30]1[CH:31]=[C:32]([NH:35][C:36](=[O:48])[CH2:37][C:38]([NH:40][C:41]2[CH:46]=[CH:45][CH:44]=[CH:43][C:42]=2[F:47])=[O:39])[CH:33]=[CH:34][C:29]=1[O:28][C:25]1[CH:24]=[CH:23][N:22]=[C:21]2[CH:20]=[C:19]([C:16]3[N:17]([CH3:18])[C:13]([CH2:12][NH:7][CH2:8][CH2:9][O:10][CH3:11])=[CH:14][N:15]=3)[S:27][C:26]=12. Given the reactants C(OC(=O)[N:7]([CH2:12][C:13]1[N:17]([CH3:18])[C:16]([C:19]2[S:27][C:26]3[C:21](=[N:22][CH:23]=[CH:24][C:25]=3[O:28][C:29]3[CH:34]=[CH:33][C:32]([NH:35][C:36](=[O:48])[CH2:37][C:38]([NH:40][C:41]4[CH:46]=[CH:45][CH:44]=[CH:43][C:42]=4[F:47])=[O:39])=[CH:31][C:30]=3[F:49])[CH:20]=2)=[N:15][CH:14]=1)[CH2:8][CH2:9][O:10][CH3:11])(C)(C)C.C(O)(C(F)(F)F)=O, predict the reaction product. (6) Given the reactants [N+:1]([C:4]1[CH:5]=[C:6]2[C:11](=[CH:12][C:13]=1F)[N:10]=[CH:9][N:8]=[C:7]2[NH:15][C:16]1[CH:21]=[CH:20][C:19]([F:22])=[C:18]([Cl:23])[CH:17]=1)([O-:3])=[O:2].[N:24]1([CH2:30][CH2:31][CH2:32][OH:33])[CH2:29][CH2:28][O:27][CH2:26][CH2:25]1.CC(C)([O-])C.[K+].Cl, predict the reaction product. The product is: [Cl:23][C:18]1[CH:17]=[C:16]([NH:15][C:7]2[C:6]3[C:11](=[CH:12][C:13]([O:33][CH2:32][CH2:31][CH2:30][N:24]4[CH2:29][CH2:28][O:27][CH2:26][CH2:25]4)=[C:4]([N+:1]([O-:3])=[O:2])[CH:5]=3)[N:10]=[CH:9][N:8]=2)[CH:21]=[CH:20][C:19]=1[F:22]. (7) The product is: [Cl:14][C:15]([Cl:19])=[CH:16][CH2:17][O:13][C:4]1[CH:3]=[C:2]([Cl:1])[C:7]([O:8][CH2:9][CH2:10][OH:11])=[C:6]([Cl:12])[CH:5]=1. Given the reactants [Cl:1][C:2]1[CH:3]=[C:4]([OH:13])[CH:5]=[C:6]([Cl:12])[C:7]=1[O:8][CH2:9][CH2:10][OH:11].[Cl:14][C:15](Cl)([Cl:19])[CH2:16][CH2:17]Cl.C(=O)([O-])[O-].[K+].[K+].O, predict the reaction product. (8) Given the reactants [C:1]12([C:15]([O:17]C)=[O:16])[CH2:10][CH:5]3[CH2:6][CH:7]([CH2:9][C:3]([C:11]([O:13][CH3:14])=[O:12])([CH2:4]3)[CH2:2]1)[CH2:8]2.[OH-].[K+].O, predict the reaction product. The product is: [CH3:14][O:13][C:11]([C:3]12[CH2:4][CH:5]3[CH2:6][CH:7]([CH2:8][C:1]([C:15]([OH:17])=[O:16])([CH2:10]3)[CH2:2]1)[CH2:9]2)=[O:12]. (9) Given the reactants Br[C:2]1[C:3]([F:22])=[C:4]([C:9]2[N:13]([C:14]3[CH:19]=[CH:18][C:17]([Cl:20])=[CH:16][CH:15]=3)[CH:12]=[N:11][C:10]=2[Cl:21])[C:5]([F:8])=[CH:6][CH:7]=1.[CH3:23][N:24](C)CCN(C)C, predict the reaction product. The product is: [Cl:21][C:10]1[N:11]=[CH:12][N:13]([C:14]2[CH:19]=[CH:18][C:17]([Cl:20])=[CH:16][CH:15]=2)[C:9]=1[C:4]1[C:3]([F:22])=[C:2]([CH:7]=[CH:6][C:5]=1[F:8])[C:23]#[N:24].